This data is from Forward reaction prediction with 1.9M reactions from USPTO patents (1976-2016). The task is: Predict the product of the given reaction. (1) The product is: [CH3:3][NH:4][C:5]([C:7]1[N:15]([CH3:23])[C:14]2[C:9](=[N:10][CH:11]=[CH:12][CH:13]=2)[C:8]=1[S:16][C:17]1[CH:22]=[CH:21][CH:20]=[CH:19][CH:18]=1)=[O:6]. Given the reactants CI.[CH3:3][NH:4][C:5]([C:7]1[NH:15][C:14]2[C:9](=[N:10][CH:11]=[CH:12][CH:13]=2)[C:8]=1[S:16][C:17]1[CH:22]=[CH:21][CH:20]=[CH:19][CH:18]=1)=[O:6].[C:23]([O-])([O-])=O.[Cs+].[Cs+], predict the reaction product. (2) The product is: [Br:1][C:12]1[C:13]2[C:18]([O:19][N:20]3[C:24]4[CH:25]=[CH:26][CH:27]=[CH:28][C:23]=4[N:22]=[N:21]3)=[N:17][C:16]([S:29][CH3:30])=[N:15][C:14]=2[NH:31][C:11]=1[CH2:9][CH3:10]. Given the reactants [Br:1]N1C(=O)CCC1=O.[CH2:9]([C:11]1[NH:31][C:14]2[N:15]=[C:16]([S:29][CH3:30])[N:17]=[C:18]([O:19][N:20]3[C:24]4[CH:25]=[CH:26][CH:27]=[CH:28][C:23]=4[N:22]=[N:21]3)[C:13]=2[CH:12]=1)[CH3:10], predict the reaction product. (3) Given the reactants [CH3:1][O:2][C:3](=[O:23])[C@@H:4]([N:8]1[C:14](=[O:15])[CH2:13][CH2:12][N:11]([C:16]2[CH:21]=[CH:20][CH:19]=[C:18]([Cl:22])[CH:17]=2)[CH2:10][CH2:9]1)[CH2:5][CH:6]=O.[CH2:24]1[C:26]2([CH2:31][CH2:30][NH:29][CH2:28][C@H:27]2[OH:32])[CH2:25]1, predict the reaction product. The product is: [ClH:22].[CH3:1][O:2][C:3](=[O:23])[C@@H:4]([N:8]1[C:14](=[O:15])[CH2:13][CH2:12][N:11]([C:16]2[CH:21]=[CH:20][CH:19]=[C:18]([Cl:22])[CH:17]=2)[CH2:10][CH2:9]1)[CH2:5][CH2:6][N:29]1[CH2:30][CH2:31][C:26]2([CH2:24][CH2:25]2)[C@H:27]([OH:32])[CH2:28]1. (4) Given the reactants [S:1]1[CH:5]=[CH:4][C:3]([C:6]([OH:8])=O)=[CH:2]1.Cl.[CH3:10][NH:11][O:12][CH3:13].CN1CCOCC1, predict the reaction product. The product is: [CH3:13][O:12][N:11]([CH3:10])[C:6]([C:3]1[CH:4]=[CH:5][S:1][CH:2]=1)=[O:8]. (5) Given the reactants [CH2:1]([CH:3]1[CH2:8][C:7](=[O:9])[NH:6][N:5]=[C:4]1[C:10]1[CH:33]=[CH:32][C:13]2[N:14]=[C:15]([C:17]3[CH:31]=[CH:30][C:20]([O:21][CH2:22][C:23]([O:25]C(C)(C)C)=[O:24])=[CH:19][CH:18]=3)[O:16][C:12]=2[CH:11]=1)[CH3:2].C(O)(C(F)(F)F)=O, predict the reaction product. The product is: [CH2:1]([CH:3]1[CH2:8][C:7](=[O:9])[NH:6][N:5]=[C:4]1[C:10]1[CH:33]=[CH:32][C:13]2[N:14]=[C:15]([C:17]3[CH:31]=[CH:30][C:20]([O:21][CH2:22][C:23]([OH:25])=[O:24])=[CH:19][CH:18]=3)[O:16][C:12]=2[CH:11]=1)[CH3:2].